Dataset: NCI-60 drug combinations with 297,098 pairs across 59 cell lines. Task: Regression. Given two drug SMILES strings and cell line genomic features, predict the synergy score measuring deviation from expected non-interaction effect. (1) Drug 1: C1C(C(OC1N2C=C(C(=O)NC2=O)F)CO)O. Drug 2: C1=CC=C(C(=C1)C(C2=CC=C(C=C2)Cl)C(Cl)Cl)Cl. Cell line: SF-539. Synergy scores: CSS=25.0, Synergy_ZIP=3.32, Synergy_Bliss=4.23, Synergy_Loewe=-32.1, Synergy_HSA=-0.808. (2) Drug 1: CCC1(CC2CC(C3=C(CCN(C2)C1)C4=CC=CC=C4N3)(C5=C(C=C6C(=C5)C78CCN9C7C(C=CC9)(C(C(C8N6C=O)(C(=O)OC)O)OC(=O)C)CC)OC)C(=O)OC)O.OS(=O)(=O)O. Drug 2: CN1C2=C(C=C(C=C2)N(CCCl)CCCl)N=C1CCCC(=O)O.Cl. Cell line: KM12. Synergy scores: CSS=-4.31, Synergy_ZIP=0.606, Synergy_Bliss=-2.51, Synergy_Loewe=-7.61, Synergy_HSA=-6.20. (3) Drug 1: C1=NC(=NC(=O)N1C2C(C(C(O2)CO)O)O)N. Drug 2: C1CN(P(=O)(OC1)NCCCl)CCCl. Cell line: MOLT-4. Synergy scores: CSS=29.2, Synergy_ZIP=-6.40, Synergy_Bliss=1.25, Synergy_Loewe=-22.3, Synergy_HSA=1.16. (4) Drug 1: CC1=C2C(C(=O)C3(C(CC4C(C3C(C(C2(C)C)(CC1OC(=O)C(C(C5=CC=CC=C5)NC(=O)OC(C)(C)C)O)O)OC(=O)C6=CC=CC=C6)(CO4)OC(=O)C)OC)C)OC. Drug 2: COCCOC1=C(C=C2C(=C1)C(=NC=N2)NC3=CC=CC(=C3)C#C)OCCOC.Cl. Cell line: HCC-2998. Synergy scores: CSS=41.5, Synergy_ZIP=4.67, Synergy_Bliss=2.38, Synergy_Loewe=-34.5, Synergy_HSA=0.604. (5) Drug 1: C1CC(=O)NC(=O)C1N2CC3=C(C2=O)C=CC=C3N. Drug 2: CCC1=C2CN3C(=CC4=C(C3=O)COC(=O)C4(CC)O)C2=NC5=C1C=C(C=C5)O. Cell line: OVCAR3. Synergy scores: CSS=41.5, Synergy_ZIP=0.414, Synergy_Bliss=-2.04, Synergy_Loewe=-37.8, Synergy_HSA=-0.765. (6) Drug 1: CCC1(CC2CC(C3=C(CCN(C2)C1)C4=CC=CC=C4N3)(C5=C(C=C6C(=C5)C78CCN9C7C(C=CC9)(C(C(C8N6C=O)(C(=O)OC)O)OC(=O)C)CC)OC)C(=O)OC)O.OS(=O)(=O)O. Drug 2: C1=NC(=NC(=O)N1C2C(C(C(O2)CO)O)O)N. Cell line: NCI-H226. Synergy scores: CSS=23.1, Synergy_ZIP=-8.62, Synergy_Bliss=-1.81, Synergy_Loewe=-2.96, Synergy_HSA=-2.03. (7) Drug 1: CCC1=CC2CC(C3=C(CN(C2)C1)C4=CC=CC=C4N3)(C5=C(C=C6C(=C5)C78CCN9C7C(C=CC9)(C(C(C8N6C)(C(=O)OC)O)OC(=O)C)CC)OC)C(=O)OC.C(C(C(=O)O)O)(C(=O)O)O. Drug 2: C1CN1P(=S)(N2CC2)N3CC3. Cell line: 786-0. Synergy scores: CSS=20.2, Synergy_ZIP=0.0180, Synergy_Bliss=1.92, Synergy_Loewe=-8.86, Synergy_HSA=3.24. (8) Drug 1: CC1C(C(CC(O1)OC2CC(CC3=C2C(=C4C(=C3O)C(=O)C5=C(C4=O)C(=CC=C5)OC)O)(C(=O)CO)O)N)O.Cl. Drug 2: CN(C)C1=NC(=NC(=N1)N(C)C)N(C)C. Cell line: HCC-2998. Synergy scores: CSS=8.84, Synergy_ZIP=-0.189, Synergy_Bliss=4.79, Synergy_Loewe=2.51, Synergy_HSA=2.83. (9) Drug 1: C1=C(C(=O)NC(=O)N1)N(CCCl)CCCl. Drug 2: CN(CCCl)CCCl.Cl. Cell line: TK-10. Synergy scores: CSS=7.72, Synergy_ZIP=-7.43, Synergy_Bliss=-6.92, Synergy_Loewe=-6.82, Synergy_HSA=-5.94.